This data is from Full USPTO retrosynthesis dataset with 1.9M reactions from patents (1976-2016). The task is: Predict the reactants needed to synthesize the given product. Given the product [CH3:8][C:5]1[N:4]=[C:3]([O:9][CH2:10][C@H:11]2[CH2:13][C@@H:12]2[C:14]2[CH:19]=[CH:18][C:17]([CH3:20])=[CH:16][N:15]=2)[C:2]([C:27]2[CH:26]=[CH:25][CH:24]=[C:23]([C:22]([F:33])([F:32])[F:21])[CH:28]=2)=[CH:7][N:6]=1, predict the reactants needed to synthesize it. The reactants are: Br[C:2]1[C:3]([O:9][CH2:10][C@H:11]2[CH2:13][C@@H:12]2[C:14]2[CH:19]=[CH:18][C:17]([CH3:20])=[CH:16][N:15]=2)=[N:4][C:5]([CH3:8])=[N:6][CH:7]=1.[F:21][C:22]([F:33])([F:32])[C:23]1[CH:24]=[C:25](B(O)O)[CH:26]=[CH:27][CH:28]=1.P([O-])([O-])([O-])=O.[K+].[K+].[K+].COC1C=CC=C(OC)C=1C1C=CC=CC=1P(C1CCCCC1)C1CCCCC1.